This data is from Peptide-MHC class II binding affinity with 134,281 pairs from IEDB. The task is: Regression. Given a peptide amino acid sequence and an MHC pseudo amino acid sequence, predict their binding affinity value. This is MHC class II binding data. The peptide sequence is DGQGKAVWGKNSCAK. The MHC is HLA-DQA10104-DQB10503 with pseudo-sequence HLA-DQA10104-DQB10503. The binding affinity (normalized) is 0.0526.